The task is: Predict the product of the given reaction.. This data is from Forward reaction prediction with 1.9M reactions from USPTO patents (1976-2016). (1) The product is: [NH:15]1[CH2:16][CH2:17][CH:12]([C:8]2[CH:7]=[C:6]([NH:5][C:2](=[O:4])[CH3:3])[CH:11]=[CH:10][CH:9]=2)[CH2:13][CH2:14]1. Given the reactants Cl.[C:2]([NH:5][C:6]1[CH:7]=[C:8]([CH:12]2[CH2:17][CH2:16][N:15](C(OC(C)(C)C)=O)[CH2:14][CH2:13]2)[CH:9]=[CH:10][CH:11]=1)(=[O:4])[CH3:3], predict the reaction product. (2) Given the reactants [OH-].[Na+].[C:3]([NH:6][C:7]([CH2:18][C:19]1[CH:24]=[N:23][CH:22]=[CH:21][N:20]=1)(C(OCC)=O)[C:8]([O:10][CH2:11][CH3:12])=[O:9])(=[O:5])[CH3:4].Cl, predict the reaction product. The product is: [C:3]([NH:6][CH:7]([CH2:18][C:19]1[CH:24]=[N:23][CH:22]=[CH:21][N:20]=1)[C:8]([O:10][CH2:11][CH3:12])=[O:9])(=[O:5])[CH3:4]. (3) Given the reactants FC(F)(F)S([O-])(=O)=O.C(OC([NH:16][C:17]1[CH:18]=[C:19]2[C:23](=[CH:24][CH:25]=1)[CH2:22][NH+:21]=[C:20]2OC)=O)(C)(C)C.CC1C=CC(S(C2C(C3C=CC=CC3=NN)N(CCl)OC=2C)(=O)=O)=CC=1.[CH3:54][C:55]1[O:59][N:58]=[C:57]([C:60]2[CH:65]=[CH:64][CH:63]=[CH:62][CH:61]=2)[C:56]=1[C:66]([N:68](Cl)[NH:69]Cl)=O.C(N(CC)CC)C, predict the reaction product. The product is: [CH3:54][C:55]1[O:59][N:58]=[C:57]([C:60]2[CH:65]=[CH:64][CH:63]=[CH:62][CH:61]=2)[C:56]=1[C:66]1[N:21]2[CH2:22][C:23]3[C:19]([C:20]2=[N:69][N:68]=1)=[CH:18][C:17]([NH2:16])=[CH:25][CH:24]=3. (4) The product is: [CH3:13][C:14]1([CH3:30])[C:18]([CH3:20])([CH3:19])[O:17][B:16]([C:2]2[CH:7]=[CH:6][C:5]([N:8]3[CH:12]=[CH:11][N:10]=[N:9]3)=[CH:4][CH:3]=2)[O:15]1. Given the reactants I[C:2]1[CH:7]=[CH:6][C:5]([N:8]2[CH:12]=[CH:11][N:10]=[N:9]2)=[CH:4][CH:3]=1.[CH3:13][C:14]1([CH3:30])[C:18]([CH3:20])([CH3:19])[O:17][B:16]([B:16]2[O:17][C:18]([CH3:20])([CH3:19])[C:14]([CH3:30])([CH3:13])[O:15]2)[O:15]1.C([O-])(=O)C.[K+], predict the reaction product. (5) Given the reactants [Br:1][C:2]1[CH:8]=[C:7]([CH3:9])[CH:6]=[CH:5][C:3]=1[NH2:4].C[Si]([N-][Si](C)(C)C)(C)C.[Na+].[C:20](O[C:20]([O:22][C:23]([CH3:26])([CH3:25])[CH3:24])=[O:21])([O:22][C:23]([CH3:26])([CH3:25])[CH3:24])=[O:21], predict the reaction product. The product is: [Br:1][C:2]1[CH:8]=[C:7]([CH3:9])[CH:6]=[CH:5][C:3]=1[NH:4][C:20](=[O:21])[O:22][C:23]([CH3:26])([CH3:25])[CH3:24]. (6) Given the reactants C[O:2][C:3]1[CH:10]=[CH:9][C:8]([O:11][C:12]2[C:20]([CH3:21])=[CH:19][C:18]([N+:22]([O-:24])=[O:23])=[C:17]3[C:13]=2[CH2:14][CH2:15][CH2:16]3)=[CH:7][C:4]=1[CH:5]=[O:6].B(Cl)(Cl)Cl.CO.Cl, predict the reaction product. The product is: [OH:2][C:3]1[CH:10]=[CH:9][C:8]([O:11][C:12]2[C:20]([CH3:21])=[CH:19][C:18]([N+:22]([O-:24])=[O:23])=[C:17]3[C:13]=2[CH2:14][CH2:15][CH2:16]3)=[CH:7][C:4]=1[CH:5]=[O:6]. (7) Given the reactants O([CH2:9][CH:10]([CH2:16][CH2:17][CH3:18])[CH2:11][CH2:12][CH2:13][CH2:14][CH3:15])S(C(F)(F)F)(=O)=O.[CH3:19][C:20]1[CH:21]=[N:22][CH:23]=[C:24]([CH3:47])[C:25]=1[C:26]1[C:31]([CH3:32])=[CH:30][C:29]([CH:33]=[CH:34][C:35]2[CH:40]=[CH:39][C:38]([CH:41]([C:44]#[N:45])[C:42]#[N:43])=[CH:37][CH:36]=2)=[CH:28][C:27]=1[CH3:46].C[O-].[Na+], predict the reaction product. The product is: [CH3:19][C:20]1[C:25](=[C:26]2[C:27]([CH3:46])=[CH:28][C:29](=[CH:33][CH:34]=[C:35]3[CH:40]=[CH:39][C:38](=[C:41]([C:42]#[N:43])[C:44]#[N:45])[CH:37]=[CH:36]3)[CH:30]=[C:31]2[CH3:32])[C:24]([CH3:47])=[CH:23][N:22]([CH2:9][CH:10]([CH2:16][CH2:17][CH3:18])[CH2:11][CH2:12][CH2:13][CH2:14][CH3:15])[CH:21]=1. (8) Given the reactants [CH3:1][O:2][C:3]1[CH:4]=[C:5]2[C:9](=[CH:10][C:11]=1[NH2:12])[N:8]([S:13]([C:16]1[CH:21]=[CH:20][C:19]([CH3:22])=[CH:18][CH:17]=1)(=[O:15])=[O:14])[CH2:7][CH2:6]2.Cl[C:24]1[N:25]=[C:26]([NH:43][C:44]2[CH:52]=[CH:51][CH:50]=[C:49]([F:53])[C:45]=2[C:46]([NH2:48])=[O:47])[C:27]2[CH:32]=[CH:31][N:30]([S:33]([C:36]3[CH:41]=[CH:40][C:39]([CH3:42])=[CH:38][CH:37]=3)(=[O:35])=[O:34])[C:28]=2[N:29]=1.Cl.O1CCOCC1, predict the reaction product. The product is: [F:53][C:49]1[CH:50]=[CH:51][CH:52]=[C:44]([NH:43][C:26]2[C:27]3[CH:32]=[CH:31][N:30]([S:33]([C:36]4[CH:41]=[CH:40][C:39]([CH3:42])=[CH:38][CH:37]=4)(=[O:35])=[O:34])[C:28]=3[N:29]=[C:24]([NH:12][C:11]3[CH:10]=[C:9]4[C:5]([CH2:6][CH2:7][N:8]4[S:13]([C:16]4[CH:21]=[CH:20][C:19]([CH3:22])=[CH:18][CH:17]=4)(=[O:14])=[O:15])=[CH:4][C:3]=3[O:2][CH3:1])[N:25]=2)[C:45]=1[C:46]([NH2:48])=[O:47]. (9) Given the reactants ClC1C=CC=C(C(OO)=[O:9])C=1.[C:12]([C:14]1[N:18]([CH3:19])[N:17]=[C:16]([C:20]([F:23])([F:22])[F:21])[C:15]=1[CH2:24][S:25][C:26]1[CH2:30][C:29]([CH3:32])([CH3:31])[O:28][N:27]=1)#[N:13].[OH2:33], predict the reaction product. The product is: [C:12]([C:14]1[N:18]([CH3:19])[N:17]=[C:16]([C:20]([F:22])([F:23])[F:21])[C:15]=1[CH2:24][S:25]([C:26]1[CH2:30][C:29]([CH3:32])([CH3:31])[O:28][N:27]=1)(=[O:9])=[O:33])#[N:13]. (10) Given the reactants [NH2:1][C:2]1[N:7]=[C:6]([CH3:8])[N:5]=[C:4]([C:9]2[CH:10]=[C:11]([C:25](=[O:27])[CH3:26])[CH:12]=[N:13][C:14]=2[NH:15][C:16]2[CH:17]=[N:18][C:19]([O:23][CH3:24])=[C:20]([F:22])[CH:21]=2)[N:3]=1.[BH4-].[Na+], predict the reaction product. The product is: [NH2:1][C:2]1[N:7]=[C:6]([CH3:8])[N:5]=[C:4]([C:9]2[CH:10]=[C:11]([CH:25]([OH:27])[CH3:26])[CH:12]=[N:13][C:14]=2[NH:15][C:16]2[CH:17]=[N:18][C:19]([O:23][CH3:24])=[C:20]([F:22])[CH:21]=2)[N:3]=1.